Dataset: Catalyst prediction with 721,799 reactions and 888 catalyst types from USPTO. Task: Predict which catalyst facilitates the given reaction. (1) Reactant: [NH2:1][C:2]1[S:3][CH:4]=[CH:5][N:6]=1.[C:7](O[C:7]([O:9][C:10]([CH3:13])([CH3:12])[CH3:11])=[O:8])([O:9][C:10]([CH3:13])([CH3:12])[CH3:11])=[O:8]. Product: [S:3]1[CH:4]=[CH:5][N:6]=[C:2]1[NH:1][C:7](=[O:8])[O:9][C:10]([CH3:13])([CH3:12])[CH3:11]. The catalyst class is: 1. (2) Reactant: FC(F)(F)C(O)=O.[CH:8]1([C:14]2[CH:19]=[CH:18][C:17](/[CH:20]=[C:21](/[C:23]3[CH:27]=[C:26]([CH3:28])[N:25]([CH2:29][C:30]4[CH:31]=[CH:32][C:33]([N:36](CC5C=CC(OC)=C(OC)C=5)[CH3:37])=[N:34][CH:35]=4)[N:24]=3)\[F:22])=[CH:16][CH:15]=2)[CH2:13][CH2:12][CH2:11][CH2:10][CH2:9]1.C(=O)(O)[O-].[Na+]. Product: [CH:8]1([C:14]2[CH:15]=[CH:16][C:17](/[CH:20]=[C:21](/[C:23]3[CH:27]=[C:26]([CH3:28])[N:25]([CH2:29][C:30]4[CH:31]=[CH:32][C:33]([NH:36][CH3:37])=[N:34][CH:35]=4)[N:24]=3)\[F:22])=[CH:18][CH:19]=2)[CH2:13][CH2:12][CH2:11][CH2:10][CH2:9]1. The catalyst class is: 4. (3) Reactant: [C:1]([O:5][C:6](=[O:26])[NH:7][CH2:8]/[CH:9]=[CH:10]/[C:11]1[C:20]2[C:15](=[CH:16][C:17]([Cl:21])=[CH:18][CH:19]=2)[C:14]2=[N:22][NH:23][C:24](=[O:25])[N:13]2[CH:12]=1)([CH3:4])([CH3:3])[CH3:2].[H][H]. Product: [C:1]([O:5][C:6](=[O:26])[NH:7][CH2:8][CH2:9][CH2:10][C:11]1[C:20]2[C:15](=[CH:16][C:17]([Cl:21])=[CH:18][CH:19]=2)[C:14]2=[N:22][NH:23][C:24](=[O:25])[N:13]2[CH:12]=1)([CH3:4])([CH3:2])[CH3:3]. The catalyst class is: 320. (4) Reactant: [O:1]=[C:2]1[C:7]2[CH:8]=[CH:9][CH:10]=[CH:11][C:6]=2[S:5][C:4]([C:12]2[N:17]=[C:16]([C:18]([OH:20])=O)[CH:15]=[CH:14][CH:13]=2)=[N:3]1.[CH3:21][CH2:22][N:23]=C=NCCCN(C)C.C1C=CC2N(O)N=NC=2C=1.CN([CH:45]=[O:46])C. Product: [CH3:45][O:46][CH2:21][CH2:22][NH:23][C:18]([C:16]1[CH:15]=[CH:14][CH:13]=[C:12]([C:4]2[S:5][C:6]3[CH:11]=[CH:10][CH:9]=[CH:8][C:7]=3[C:2](=[O:1])[N:3]=2)[N:17]=1)=[O:20]. The catalyst class is: 6. (5) Reactant: [C:1]([C:4]1[CH:5]=[C:6]([CH:9]=[CH:10][CH:11]=1)[CH:7]=[O:8])([OH:3])=O.[NH2:12][C@@H:13]([CH2:26][CH:27]1[CH2:32][CH2:31][CH2:30][CH2:29][CH2:28]1)[CH2:14][N:15]([CH3:25])[C:16](=[O:24])[O:17][CH2:18][CH2:19][Si:20]([CH3:23])([CH3:22])[CH3:21].C(Cl)CCl.CCN(C(C)C)C(C)C. Product: [CH:27]1([CH2:26][C@H:13]([NH:12][C:1](=[O:3])[C:4]2[CH:11]=[CH:10][CH:9]=[C:6]([CH:7]=[O:8])[CH:5]=2)[CH2:14][N:15]([CH3:25])[C:16](=[O:24])[O:17][CH2:18][CH2:19][Si:20]([CH3:22])([CH3:21])[CH3:23])[CH2:28][CH2:29][CH2:30][CH2:31][CH2:32]1. The catalyst class is: 2. (6) Reactant: [CH3:1][O:2][C:3]12[CH2:9][C:6]([CH2:10][CH:11]=O)([CH2:7][CH2:8]1)[CH2:5][CH2:4]2.C1(P(C2C=CC=CC=2)(C2C=CC=CC=2)=[C:20]([CH3:26])[C:21]([O:23][CH2:24][CH3:25])=[O:22])C=CC=CC=1. Product: [CH3:1][O:2][C:3]12[CH2:9][C:6]([CH2:10]/[CH:11]=[C:20](\[CH3:26])/[C:21]([O:23][CH2:24][CH3:25])=[O:22])([CH2:5][CH2:4]1)[CH2:7][CH2:8]2. The catalyst class is: 1. (7) Reactant: [C:1](#[N:5])[CH2:2][C:3]#[N:4].[CH:6]([C:8]1[CH:16]=[C:12]([C:13]([OH:15])=[O:14])[C:11]([OH:17])=[CH:10][CH:9]=1)=O.C(N)C1C=CC=CC=1. Product: [C:3]([C:2]([C:1]#[N:5])=[CH:6][C:8]1[CH:9]=[CH:10][C:11]([OH:17])=[C:12]([CH:16]=1)[C:13]([OH:15])=[O:14])#[N:4]. The catalyst class is: 8. (8) Reactant: [NH2:1][C:2]1[C:13]([C:14]([CH3:17])([CH3:16])[CH3:15])=[CH:12][C:5]2[C:6]([CH3:11])([CH3:10])[C:7](=[O:9])[O:8][C:4]=2[CH:3]=1.[CH3:18][CH:19]1[O:23][CH2:22][CH2:21][CH2:20]1.C(P1(=O)OP(CCC)(=O)OP(CCC)(=O)O1)CC.[N:42]1[CH:47]=[CH:46][CH:45]=C[CH:43]=1.[C:48](=O)([O-])[O:49]CC1C=C([N+]([O-])=O)C(C(C)(C)C)=CC=1Br. Product: [C:14]([C:13]1[C:2]([NH:1][C:48]([C:18]2[C:19](=[O:23])[C:20]3[C:47](=[CH:46][CH:45]=[CH:22][CH:21]=3)[NH:42][CH:43]=2)=[O:49])=[CH:3][C:4]2[O:8][C:7](=[O:9])[C:6]([CH3:11])([CH3:10])[C:5]=2[CH:12]=1)([CH3:17])([CH3:16])[CH3:15]. The catalyst class is: 6.